Dataset: Reaction yield outcomes from USPTO patents with 853,638 reactions. Task: Predict the reaction yield, written as a fraction of the theoretical maximum amount of product (1.0 means a 100% yield; for example, 0.34 means a 34% yield). (1) The reactants are [CH:1]1([N:7]([CH:18]2[CH2:23][CH2:22][CH2:21][CH2:20][CH2:19]2)[C:8]([NH:10][C:11]2[S:12][C:13]([CH:16]=O)=[CH:14][N:15]=2)=[O:9])[CH2:6][CH2:5][CH2:4][CH2:3][CH2:2]1.Cl.[C:25]([O:29][C:30](=[O:33])[CH2:31][NH2:32])([CH3:28])([CH3:27])[CH3:26].C(O[BH-](OC(=O)C)OC(=O)C)(=O)C.[Na+]. No catalyst specified. The product is [C:25]([O:29][C:30](=[O:33])[CH2:31][NH:32][CH2:16][C:13]1[S:12][C:11]([NH:10][C:8]([N:7]([CH:18]2[CH2:19][CH2:20][CH2:21][CH2:22][CH2:23]2)[CH:1]2[CH2:6][CH2:5][CH2:4][CH2:3][CH2:2]2)=[O:9])=[N:15][CH:14]=1)([CH3:28])([CH3:27])[CH3:26]. The yield is 0.680. (2) The reactants are [F:1][C:2]1[CH:7]=[CH:6][CH:5]=[C:4]([F:8])[C:3]=1[OH:9].F[C:11]1[CH:16]=[CH:15][CH:14]=[CH:13][C:12]=1[N+:17]([O-:19])=[O:18].[F:20][C:21]1[CH:34]=[CH:33][CH:32]=[C:31]([F:35])[C:22]=1[O:23][C:24]1[CH:30]=[CH:29][CH:28]=[CH:27][C:25]=1[NH2:26].[NH2:36][C:37]1[S:38][CH:39]=[CH:40][N:41]=1. No catalyst specified. The product is [F:1][C:2]1[CH:7]=[CH:6][CH:5]=[C:4]([F:8])[C:3]=1[O:9][C:11]1[CH:16]=[CH:15][CH:14]=[CH:13][C:12]=1[N+:17]([O-:19])=[O:18].[F:20][C:21]1[CH:34]=[CH:33][CH:32]=[C:31]([F:35])[C:22]=1[O:23][C:24]1[CH:30]=[CH:29][CH:28]=[CH:27][C:25]=1[NH:26][C:3]([NH:36][C:37]1[S:38][CH:39]=[CH:40][N:41]=1)=[O:9]. The yield is 0.700. (3) The reactants are [NH2:1][CH2:2][C:3]1[CH:8]=[CH:7][C:6]([CH:9]([CH3:29])[C:10]([NH:12][CH2:13][C:14]2[C:15]([O:24][CH2:25][CH2:26][CH2:27][CH3:28])=[N:16][C:17]([C:20]([F:23])([F:22])[F:21])=[CH:18][CH:19]=2)=[O:11])=[CH:5][C:4]=1[O:30][CH3:31].[CH3:32][S:33](Cl)(=[O:35])=[O:34]. The catalyst is N1C=CC=CC=1.ClCCl. The product is [CH2:25]([O:24][C:15]1[C:14]([CH2:13][NH:12][C:10](=[O:11])[CH:9]([C:6]2[CH:7]=[CH:8][C:3]([CH2:2][NH:1][S:33]([CH3:32])(=[O:35])=[O:34])=[C:4]([O:30][CH3:31])[CH:5]=2)[CH3:29])=[CH:19][CH:18]=[C:17]([C:20]([F:22])([F:23])[F:21])[N:16]=1)[CH2:26][CH2:27][CH3:28]. The yield is 0.290. (4) The reactants are [F:1][C:2]1[CH:3]=[C:4]2[C:8](=[C:9]([C:11]([OH:13])=O)[CH:10]=1)[NH:7][CH:6]=[CH:5]2.[C:14]([C:18]1[CH:34]=[CH:33][C:21]([CH2:22][NH:23][CH2:24][CH2:25][C:26]2[CH:31]=[CH:30][C:29]([F:32])=[CH:28][CH:27]=2)=[CH:20][CH:19]=1)([CH3:17])([CH3:16])[CH3:15].CCN=C=NCCCN(C)C.Cl. The catalyst is C(Cl)Cl. The product is [C:14]([C:18]1[CH:34]=[CH:33][C:21]([CH2:22][N:23]([CH2:24][CH2:25][C:26]2[CH:31]=[CH:30][C:29]([F:32])=[CH:28][CH:27]=2)[C:11]([C:9]2[CH:10]=[C:2]([F:1])[CH:3]=[C:4]3[C:8]=2[NH:7][CH:6]=[CH:5]3)=[O:13])=[CH:20][CH:19]=1)([CH3:17])([CH3:15])[CH3:16]. The yield is 0.730. (5) The reactants are Cl[C:2]1[CH:12]=[CH:11][CH:10]=[C:9](Cl)[C:3]=1[O:4][CH2:5][CH2:6][CH2:7][NH2:8].[Cl:14]C1C=CC=C(Cl)C=1O.ClC1C=CC(O)=CC=1. No catalyst specified. The product is [Cl:14][C:11]1[CH:10]=[CH:9][C:3]([O:4][CH2:5][CH2:6][CH2:7][NH2:8])=[CH:2][CH:12]=1. The yield is 0.850. (6) The catalyst is CN(C)C=O.C(OCC)(=O)C. The reactants are [CH2:1]([O:8][C:9]1[CH:14]=[CH:13][C:12]([C:15]2[CH:16]=[N:17][C:18]3[N:19]([N:22]=[CH:23][C:24]=3[C:25]#[N:26])[C:20]=2Cl)=[CH:11][CH:10]=1)[C:2]1[CH:7]=[CH:6][CH:5]=[CH:4][CH:3]=1.C(=O)([O-])[O-].[K+].[K+].[NH:33]1[CH2:38][CH2:37][O:36][CH2:35][CH2:34]1. The yield is 0.900. The product is [CH2:1]([O:8][C:9]1[CH:14]=[CH:13][C:12]([C:15]2[CH:16]=[N:17][C:18]3[N:19]([N:22]=[CH:23][C:24]=3[C:25]#[N:26])[C:20]=2[N:33]2[CH2:38][CH2:37][O:36][CH2:35][CH2:34]2)=[CH:11][CH:10]=1)[C:2]1[CH:7]=[CH:6][CH:5]=[CH:4][CH:3]=1. (7) The reactants are [F:1][C:2]([F:35])([F:34])[C:3]1[CH:4]=[C:5]([CH:27]=[C:28]([C:30]([F:33])([F:32])[F:31])[CH:29]=1)[CH2:6][N:7]([CH2:14][C:15]1[CH:16]=[C:17]2[C:24]([CH3:25])=[N:23][N:22]([CH3:26])[C:18]2=[N:19][C:20]=1Cl)[C:8]1[N:9]=[N:10][N:11]([CH3:13])[N:12]=1.[O-]CCCC.CC(C)([O-])C.[K+].[CH:47]1([CH2:50][NH2:51])[CH2:49][CH2:48]1. The catalyst is CC([O-])=O.CC([O-])=O.[Pd+2].C1C=CC(P(C2C(C3C(P(C4C=CC=CC=4)C4C=CC=CC=4)=CC=C4C=3C=CC=C4)=C3C(C=CC=C3)=CC=2)C2C=CC=CC=2)=CC=1.C(OCC)(=O)C. The product is [F:1][C:2]([F:35])([F:34])[C:3]1[CH:4]=[C:5]([CH:27]=[C:28]([C:30]([F:33])([F:32])[F:31])[CH:29]=1)[CH2:6][N:7]([CH2:14][C:15]1[CH:16]=[C:17]2[C:24]([CH3:25])=[N:23][N:22]([CH3:26])[C:18]2=[N:19][C:20]=1[NH:51][CH2:50][CH:47]1[CH2:49][CH2:48]1)[C:8]1[N:9]=[N:10][N:11]([CH3:13])[N:12]=1. The yield is 0.900. (8) The reactants are Cl[C:2]1[N:7]=[C:6]([CH3:8])[C:5]([CH:9]([CH2:14][CH2:15][CH3:16])[C:10]([O:12][CH3:13])=[O:11])=[C:4]([C:17]2[CH:22]=[CH:21][C:20]([CH3:23])=[CH:19][CH:18]=2)[N:3]=1.[CH2:24]([NH2:29])[C:25]([CH3:28])([CH3:27])[CH3:26]. The catalyst is C(O)(C)C. The product is [CH3:8][C:6]1[C:5]([CH:9]([CH2:14][CH2:15][CH3:16])[C:10]([O:12][CH3:13])=[O:11])=[C:4]([C:17]2[CH:22]=[CH:21][C:20]([CH3:23])=[CH:19][CH:18]=2)[N:3]=[C:2]([NH:29][CH2:24][C:25]([CH3:28])([CH3:27])[CH3:26])[N:7]=1. The yield is 0.490.